This data is from NCI-60 drug combinations with 297,098 pairs across 59 cell lines. The task is: Regression. Given two drug SMILES strings and cell line genomic features, predict the synergy score measuring deviation from expected non-interaction effect. (1) Drug 1: C1CCC(CC1)NC(=O)N(CCCl)N=O. Drug 2: N.N.Cl[Pt+2]Cl. Cell line: MOLT-4. Synergy scores: CSS=32.4, Synergy_ZIP=-0.643, Synergy_Bliss=0.215, Synergy_Loewe=-5.94, Synergy_HSA=0.773. (2) Drug 1: C1C(C(OC1N2C=NC3=C(N=C(N=C32)Cl)N)CO)O. Drug 2: CC12CCC3C(C1CCC2OP(=O)(O)O)CCC4=C3C=CC(=C4)OC(=O)N(CCCl)CCCl.[Na+]. Cell line: SF-539. Synergy scores: CSS=14.1, Synergy_ZIP=-6.69, Synergy_Bliss=-2.22, Synergy_Loewe=-57.6, Synergy_HSA=-0.676. (3) Drug 1: CC1=C2C(C(=O)C3(C(CC4C(C3C(C(C2(C)C)(CC1OC(=O)C(C(C5=CC=CC=C5)NC(=O)OC(C)(C)C)O)O)OC(=O)C6=CC=CC=C6)(CO4)OC(=O)C)OC)C)OC. Drug 2: CC1=C2C(C(=O)C3(C(CC4C(C3C(C(C2(C)C)(CC1OC(=O)C(C(C5=CC=CC=C5)NC(=O)OC(C)(C)C)O)O)OC(=O)C6=CC=CC=C6)(CO4)OC(=O)C)O)C)O. Cell line: SR. Synergy scores: CSS=76.6, Synergy_ZIP=2.80, Synergy_Bliss=1.14, Synergy_Loewe=0.252, Synergy_HSA=3.02. (4) Drug 1: CCCS(=O)(=O)NC1=C(C(=C(C=C1)F)C(=O)C2=CNC3=C2C=C(C=N3)C4=CC=C(C=C4)Cl)F. Drug 2: CC12CCC(CC1=CCC3C2CCC4(C3CC=C4C5=CN=CC=C5)C)O. Cell line: NCI-H522. Synergy scores: CSS=3.43, Synergy_ZIP=-0.784, Synergy_Bliss=1.25, Synergy_Loewe=-0.122, Synergy_HSA=0.00514. (5) Drug 1: C1=C(C(=O)NC(=O)N1)F. Drug 2: CCN(CC)CCCC(C)NC1=C2C=C(C=CC2=NC3=C1C=CC(=C3)Cl)OC. Cell line: MDA-MB-435. Synergy scores: CSS=36.3, Synergy_ZIP=-2.41, Synergy_Bliss=-1.30, Synergy_Loewe=2.62, Synergy_HSA=3.32. (6) Drug 1: COC1=C(C=C2C(=C1)N=CN=C2NC3=CC(=C(C=C3)F)Cl)OCCCN4CCOCC4. Drug 2: CCCCC(=O)OCC(=O)C1(CC(C2=C(C1)C(=C3C(=C2O)C(=O)C4=C(C3=O)C=CC=C4OC)O)OC5CC(C(C(O5)C)O)NC(=O)C(F)(F)F)O. Cell line: IGROV1. Synergy scores: CSS=52.0, Synergy_ZIP=7.39, Synergy_Bliss=7.68, Synergy_Loewe=6.91, Synergy_HSA=8.45. (7) Drug 1: C1=CC(=CC=C1C#N)C(C2=CC=C(C=C2)C#N)N3C=NC=N3. Drug 2: CN(CCCl)CCCl.Cl. Cell line: SNB-75. Synergy scores: CSS=11.3, Synergy_ZIP=1.85, Synergy_Bliss=-0.0607, Synergy_Loewe=1.79, Synergy_HSA=2.06. (8) Drug 1: CN1C(=O)N2C=NC(=C2N=N1)C(=O)N. Drug 2: CCC1(C2=C(COC1=O)C(=O)N3CC4=CC5=C(C=CC(=C5CN(C)C)O)N=C4C3=C2)O.Cl. Cell line: SK-MEL-5. Synergy scores: CSS=29.1, Synergy_ZIP=-0.763, Synergy_Bliss=0.379, Synergy_Loewe=-48.2, Synergy_HSA=-1.44. (9) Drug 1: C1CCN(CC1)CCOC2=CC=C(C=C2)C(=O)C3=C(SC4=C3C=CC(=C4)O)C5=CC=C(C=C5)O. Drug 2: CC12CCC3C(C1CCC2OP(=O)(O)O)CCC4=C3C=CC(=C4)OC(=O)N(CCCl)CCCl.[Na+]. Cell line: T-47D. Synergy scores: CSS=-3.28, Synergy_ZIP=4.41, Synergy_Bliss=-1.05, Synergy_Loewe=-8.64, Synergy_HSA=-7.29.